Predict the reaction yield, written as a fraction of the theoretical maximum amount of product (1.0 means a 100% yield; for example, 0.34 means a 34% yield). From a dataset of Reaction yield outcomes from USPTO patents with 853,638 reactions. (1) The reactants are [Br:1][C:2]1[CH:3]=[C:4]([C:8](=O)[C:9]([C:11]2C=[C:14]([C:16](=O)CC)[N:13]([CH2:20]C(F)(F)F)[CH:12]=2)=O)[CH:5]=[CH:6][CH:7]=1.[CH3:26][NH:27][C:28]([NH2:30])=[NH:29].[C:31](=[O:34])([O-])[O-].[Na+].[Na+].CCO[C:40]([CH3:42])=O.[CH2:43]([OH:45])C. The catalyst is C(O)C. The product is [NH2:30][C:28]1[N:27]([CH3:26])[C:43](=[O:45])[C:8]([C:4]2[CH:5]=[CH:6][CH:7]=[C:2]([Br:1])[CH:3]=2)([C:9]2[CH:11]=[C:12]([C:31](=[O:34])[CH2:40][CH3:42])[N:13]([CH2:14][CH3:16])[CH:20]=2)[N:29]=1. The yield is 0.750. (2) The reactants are Cl.[NH:2]([C:4]1[CH:12]=[CH:11][CH:10]=[CH:9][C:5]=1[C:6]([OH:8])=[O:7])[NH2:3].[CH:13](=O)[C:14]1[CH:19]=[CH:18][CH:17]=[CH:16][CH:15]=1. The catalyst is O.C(O)C. The product is [CH:13](=[N:3][NH:2][C:4]1[CH:12]=[CH:11][CH:10]=[CH:9][C:5]=1[C:6]([OH:8])=[O:7])[C:14]1[CH:19]=[CH:18][CH:17]=[CH:16][CH:15]=1. The yield is 0.690.